This data is from Retrosynthesis with 50K atom-mapped reactions and 10 reaction types from USPTO. The task is: Predict the reactants needed to synthesize the given product. (1) Given the product CCOC(=O)C1[C@H]2O[C@@H]3COC(C)(C)O[C@H]3[C@H](OS(N)(=O)=O)[C@@H]12, predict the reactants needed to synthesize it. The reactants are: CCOC(=O)C1[C@H]2O[C@@H]3COC(C)(C)O[C@H]3[C@H](O)[C@@H]12.NS(=O)(=O)Cl. (2) Given the product Cn1ccc(Nc2cnc3c(n2)c(C(=O)NC(C)(C)C)cn3COCC[Si](C)(C)C)n1, predict the reactants needed to synthesize it. The reactants are: CC(C)(C)NC(=O)c1cn(COCC[Si](C)(C)C)c2ncc(Br)nc12.Cn1ccc(N)n1. (3) Given the product Cc1ccc(C(=O)Nc2ccc(NC(=O)Cc3ccccn3)cc2)c(-c2ccc(C(F)(F)F)cc2)c1, predict the reactants needed to synthesize it. The reactants are: Cc1ccc(C(=O)Nc2ccc(N)cc2)c(-c2ccc(C(F)(F)F)cc2)c1.O=C(O)Cc1ccccn1. (4) Given the product O=C1CC(C(NC(=O)OCc2ccccc2)C(=O)OCC(Cl)(Cl)Cl)C(=O)N1, predict the reactants needed to synthesize it. The reactants are: O=C1CC(C(NC(=O)OCc2ccccc2)C(=O)O)C(=O)N1.OCC(Cl)(Cl)Cl.